This data is from B-cell epitopes from IEDB database with 3,159 antigens for binding position prediction. The task is: Token-level Classification. Given an antigen amino acid sequence, predict which amino acid positions are active epitope sites capable of antibody binding. Output is a list of indices for active positions. (1) Given the antigen sequence: MEKKVRFKLRKVKKRWVTVSVASAVVTLTSLSGSLVKADSTDDRQQAVTESQASLVTTSEAAKETLTATDTSTATSATSQLTATVTDNVSTTNQSTNTTANTANFDVKPTTTSEQSKTDNSDKIIATSKAVNRLTATGKFVPANNNTAHPKTVTDKIVPIKPKIGKLKQPSSLSQDDIAALGNVKNIRKVNGKYYYYKEDGTLQKNYALNINGKTFFFDETGALSNNTLPSKKGNITNNDNTNSFAQYNQVYSTDAANFEHVDHYLTAESWYRPKYILKDGKTWTQSTEKDFRPLLMTWWPDQETQRQYVNYMNAQLGIHQTYNTATSPLQLNLAAQTIQTKIEEKITAEKNTNWLRQTISAFVKTQSAWNSDSEKPFDDHLQKGALLYSNNSKLTSQANSNYRILNRTPTNQTGKKDPRYTADRTIGGYEFLLANDVDNSNPVVQAEQLNWLHFLMNFGNIYANDPDANFDSIRVDAVDNVDADLLQIAGDYLKAAKGI..., which amino acid positions are active epitope sites? The epitope positions are: [434, 435, 436, 437, 438, 439, 440, 441, 442, 443, 444, 445, 446, 447, 448, 449, 450, 451, 452]. The amino acids at these positions are: ANDVDNSNPVVQAEQLNWL. (2) Given the antigen sequence: EFTFYDENDQPINFDNALLSVASLNREHNSIEMAKDYSGTFIKISGSSIGEKNGMIYATETLNFKQGQGGARWTMYPNRQPGSGWDSSDAPNSWYGAGAISMSGPTNHVTVGATSATNVMSVAEMPQVPGRDNTEGKRPNIWYSLNGKIRAVDVPKITKEKPTPPVAPTEPQAPTYEVEKPLEPAPVAPRYENEPTPPVKTPDQPEPSKPEEPTYETEKPLEPAPVAPNYENEPTPPVKTPDQPDPSKPEEPNYETEKPLEPAPVAPSYENEPTPPVKTPDQPEPSKPEEPNYDPLPTPPLAPTPKQLPTPPAVPTVHFHYNRLFAQPQINKEIKNEDGVDIDRTLVAKQSVVKFELKTEALTAGRPKTTSFVLVDPLPTGYQFDLEATKAASKGFETSYDKASHTVTFKATEETLAAFNADLTKSFETLYPTVVVGRVLNDGATYTNNFTLTVNDATGVKSNIVRVTTPGKPNDPDNPNNNYIKPLKVNKNKQGVNIDG..., which amino acid positions are active epitope sites? The epitope positions are: [146, 147, 148, 149, 150, 151]. The amino acids at these positions are: GKIRAV. (3) Given the antigen sequence: MFASFIFSGDNKLTEKTIFNCGDLDILVVYYTIATQFRKFLPHYIRWHLYTLLIYILPSFLTTEIKYKRNLSNIHISGLFYDNRFKFWTKHDKNLALTEEEKMEVIRNRGIPADVLAKRAHEFEKHVAHESLKDQIPAVDKLYSTKVNKFAKIMNLRQSVVGDLKLLTDGKLYEGKHIPVSNISAGENHVVQIPLMAQEEILSSSASDFKTAMVSKSSKPQATAMHVGAIEIIIDSFASPDCNIVGAMLLVDTYHTNPENAVRSIFVAPFRGGRPIRVVTFPNTIVQIEPDMNSRFQLLSTTTNGDFVQGKDLAMVKVNVACAAVGLTSSYTPTPLLESGLQKDRGLIVEYFGRMSYVAHNINQPQEKDLLEGNFSFDIKSRSRLEKVSSTKAQFVSGRTFKYDIIGAGSQSSEELSEEKIQGKAKQVDARLRQRIDPQYNEVQAQMETNLFKLSLDDVETPKGSMLDLKISQSKIALPKNTVGGTILRSDLLANFLTEG..., which amino acid positions are active epitope sites? The epitope positions are: [476, 477, 478, 479, 480, 481, 482, 483, 484, 485, 486, 487]. The amino acids at these positions are: ALPKNTVGGTIL. (4) Given the antigen sequence: MMALGAAGATRVFVAMVAAALGGHPLLGVSATLNSVLNSNAIKNLPPPLGGAAGHPGSAVSAAPGILYPGGNKYQTIDNYQPYPCAEDEECGTDEYCASPTRGGDAGVQICLACRKRRKRCMRHAMCCPGNYCKNGICVSSDQNHFRGEIEETITESFGNDHSTLDGYSRRTTLSSKMYHTKGQEGSVCLRSSDCASGLCCARHFWSKICKPVLKEGQVCTKHRRKGSHGLEIFQRCYCGEGLSCRIQKDHHQASNSSRLHTCQRH, which amino acid positions are active epitope sites? The epitope positions are: [133, 134, 135, 136, 137, 138, 139, 140, 141, 142, 143]. The amino acids at these positions are: KNGICVSSDQN. (5) Given the antigen sequence: MKYTSYILAFQLCIVLGSLGCYCQDPYVKEAENLKKYFNAGHSDVADNGTLFLGILKNWKEESDRKIMQSQIVSFYFKLFKNFKDDQSIQKSVETIKEDMNVKFFNSNKKKRDDFEKLTNYSVTDLNVQRKAIHELIQVMAELSPAAKTGKRKRSQMLFQGRRASQ, which amino acid positions are active epitope sites? The epitope positions are: [147, 148, 149, 150, 151, 152, 153, 154, 155, 156, 157, 158, 159]. The amino acids at these positions are: KTGKRKRSQMLFQ. (6) Given the antigen sequence: MSTLPKPQRKTKRNTIRRPQDVKFPGGGQIVGGVYVLPRRGPRLGVRATRKTSERSQPRGRRQPIPKARQSEGRSWAQPGYPWPLYGNEGCGWAGWLLSPRGSRPNWGPNDPRRRSRNLGKIIDTLTCGFADLMGYIPLVGAPVGGVARALAHGVRALEDGVNFATGNLPGCSFSIFLLALLSCLIHPAASLEWRNTSGLYVLTNDCPNSSIVYEADEVILHTPGCVPCVQTGNTSTCWTPVTPTVAVKYVGATTASIRSHVDLLVGAATMCSALYVGDMCGAVFLVGQAFTFRPRRHQTVQTCNCSLYPGHLTGHRMAWDMMMNWSPAVGMVVAHVLRLPQTLFDIIAGAHWGVLAGLAYYSMQGNWAKVAIIMVMFSGVDASTHTTAGAVAYNVKGFTALFTPGAKQNLQLVNTNGSWHINSTALNCNDSINTGFIAGLFYYHKFNSTGCPQMLNSCRPITHFNQGWGPLTNANITGPSDERPYCWHYAPRPCTTVPA..., which amino acid positions are active epitope sites? The epitope positions are: [1585, 1586, 1587, 1588, 1589, 1590, 1591, 1592, 1593, 1594, 1595, 1596, 1597, 1598, 1599]. The amino acids at these positions are: KQQGLNFSYLAAYQA. (7) The epitope positions are: [21, 22, 23, 24, 25, 26, 27, 28, 29, 30, 31, 32, 33, 34, 35]. The amino acids at these positions are: WYDNEFGYSNRVVDL. Given the antigen sequence: SSTFDAGAGIALNDHFVKLVSWYDNEFGYSNRVVDLMAHMASKE, which amino acid positions are active epitope sites? (8) The epitope positions are: [144, 145, 146, 147, 148, 149, 150, 151, 152, 153, 154, 155]. The amino acids at these positions are: GNDYEDRYYREN. Given the antigen sequence: MVKSHIGSWILVLFVAMWSDVGLCKKRPKPGGGWNTGGSRYPGQGSPGGNRYPPQGGGGWGQPHGGGWGQPHGGGWGQPHGGGWGQPHGGGGWGQGGSHSQWNKPSKPKTNMKHVAGAAAAGAVVGGLGGYMLGSAMSRPLIHFGNDYEDRYYRENMYRYPNQVYYRPVDQYSNQNNFVHDCVNITVKQHRVTTTTKGENFTETDIKIMERVVEQMCITQYQRESQAYYQRGASVILFSSPPVILLISFLIFLIVG, which amino acid positions are active epitope sites? (9) Given the antigen sequence: MKINKKYLAGSVAVLALSVCSYELGRYQAGQDKKESNRVAYIDGDQAGQKAENLTPDEVSKREGINAEQIVIKITDQGYVTSHGDHYHYYNGKVPYDAIISEELLMKDPNYQLKDSDIVNEIKGGYVIKVDGKYYVYLKDAAHADNIRTKEEIKRQKQEHSHNHNSRADNAVAAARAQGRYTTDDGYIFNASDIIEDTGDAYIVPHGDHYHYIPKNELSASELAAAEAYWNGKQGSRPSSSSSYNANTAQPRLSENHNLTVTPTYHQNQGENISSLLRELYAKPLSERHVESDGLIFDPAQITSRTARGXGSITEASHVFQISRNTIYGWLKLKEKTGELNHQVKGTKPRKVDRDRLKNYLTDNPDAYLTEIASEFGCHPTTIHYALKAMGYTRKKEPHLL, which amino acid positions are active epitope sites? The epitope positions are: [78, 79, 80, 81, 82, 83, 84, 85, 86, 87, 88, 89, 90, 91, 92, 93, 94, 95, 96, 97]. The amino acids at these positions are: YVTSHGDHYHYYNGKVPYDA. (10) Given the antigen sequence: MESFEGEGDSIQSPDNARGDDVQNTGEHIQDPGPGPSTGGASEGLVQNEPDSRDQQSRGQRRGDENRGWMQRIRRRRRRRAALSGHLLDMEDNVPPWFPPHDITPYVARNIRDAACQAVKHSHLQALSNLILDSGLDTQHLLCFVMAARQRLQDIRRGPLVVEGGVGWRHWLLTSPSRSWSMGYRTATLRTLTPVPNRVGADSIMLTATFGCQNGALAINTFSATVWIPPPAGPREQERYAREAEVRFLRGKWQRRFRRIFDLIELCGSLHHVWQNMLQTEENLLDFVRFMGVMSSCNSSSVNYWFHKTIGNFKPYYPWNAPPNENPYHARRGIKEQVIQKAFLKAQRQGLSMLATGGGPRGDATSETSSDEDTGRQGSDVELESSDDELPYIDPNMEPVQQRPVMFVSRVPVRKPRTLPWPTPKTHPVKRTIVKTSYRSDEAEEAQSTPERPGPSKQPSEPVEPAHTTPAGRSTVILHEPPREPEAVSFKPPPPPSRRR..., which amino acid positions are active epitope sites? The epitope positions are: [885, 886, 887, 888, 889, 890, 891, 892, 893, 894, 895, 896, 897, 898, 899]. The amino acids at these positions are: PRHGHSQGPWKPWSA.